This data is from Forward reaction prediction with 1.9M reactions from USPTO patents (1976-2016). The task is: Predict the product of the given reaction. (1) Given the reactants [CH3:1][O:2][C:3]1[C:4](=[O:26])[C:5]([CH3:25])=[C:6]([CH2:12][C:13]2[CH:18]=[CH:17][C:16]([CH2:19][CH2:20][CH2:21][C:22](O)=[O:23])=[CH:15][CH:14]=2)[C:7](=[O:11])[C:8]=1[O:9][CH3:10].[NH:27]1[CH2:32][CH2:31][S:30][CH2:29][CH2:28]1, predict the reaction product. The product is: [CH3:1][O:2][C:3]1[C:4](=[O:26])[C:5]([CH3:25])=[C:6]([CH2:12][C:13]2[CH:14]=[CH:15][C:16]([CH2:19][CH2:20][CH2:21][C:22]([N:27]3[CH2:32][CH2:31][S:30][CH2:29][CH2:28]3)=[O:23])=[CH:17][CH:18]=2)[C:7](=[O:11])[C:8]=1[O:9][CH3:10]. (2) The product is: [CH3:38][O:39][C:40](=[O:46])/[C:41](/[C:13]1[CH:14]=[CH:15][C:16]([Cl:18])=[CH:17][C:12]=1[CH2:11][O:10][C:9]1[CH:22]=[CH:23][C:6]([O:5][CH2:4][CH2:3][O:2][CH3:1])=[CH:7][CH:8]=1)=[CH:42]/[O:43][CH3:44]. Given the reactants [CH3:1][O:2][CH2:3][CH2:4][O:5][C:6]1[CH:23]=[CH:22][C:9]([O:10][CH2:11][C:12]2[CH:17]=[C:16]([Cl:18])[CH:15]=[CH:14][C:13]=2B(O)O)=[CH:8][CH:7]=1.[O-]P([O-])([O-])=O.[K+].[K+].[K+].O1CCOCC1.[CH3:38][O:39][C:40](=[O:46])/[C:41](/I)=[CH:42]\[O:43][CH3:44], predict the reaction product. (3) Given the reactants [Br:1][C:2]1[CH:3]=[CH:4][C:5](F)=[C:6]([CH:9]=1)[C:7]#[N:8].O.[NH2:12][NH2:13], predict the reaction product. The product is: [NH2:8][C:7]1[C:6]2[C:5](=[CH:4][CH:3]=[C:2]([Br:1])[CH:9]=2)[NH:13][N:12]=1. (4) Given the reactants [C:1]([NH2:5])([CH3:4])([CH3:3])[CH3:2].ClC(O[C:10]1[C:18]2[NH:17][C:16]([OH:19])=[N:15][C:14]=2[CH:13]=[CH:12][CH:11]=1)=O.C1C[O:23][CH2:22]C1, predict the reaction product. The product is: [C:1]([NH:5][C:22]([N:15]1[C:14]2[CH:13]=[CH:12][CH:11]=[CH:10][C:18]=2[NH:17][C:16]1=[O:19])=[O:23])([CH3:4])([CH3:3])[CH3:2]. (5) The product is: [CH3:13][O:12][C:10](=[O:11])[C@H:9]([CH2:14][CH2:15][CH2:16][C:17]([CH3:22])([CH3:18])[NH2:19])[NH:8][C:6]([O:5][C:1]([CH3:4])([CH3:2])[CH3:3])=[O:7]. Given the reactants [C:1]([O:5][C:6]([NH:8][C@@H:9]([CH2:14][CH2:15][CH2:16][C:17]([CH3:22])([N+:19]([O-])=O)[CH3:18])[C:10]([O:12][CH3:13])=[O:11])=[O:7])([CH3:4])([CH3:3])[CH3:2].[H][H], predict the reaction product.